Dataset: Catalyst prediction with 721,799 reactions and 888 catalyst types from USPTO. Task: Predict which catalyst facilitates the given reaction. (1) Reactant: [C:1]1([S:7]([N:10]([CH2:20][C:21]2[CH:26]=[CH:25][CH:24]=[CH:23][CH:22]=2)[C:11]2[CH:12]=[C:13]([CH:17]=[CH:18][CH:19]=2)[C:14]([OH:16])=O)(=[O:9])=[O:8])[CH:6]=[CH:5][CH:4]=[CH:3][CH:2]=1.[NH2:27][C:28]1[CH:36]=[C:35]2[C:31]([CH:32]=[N:33][NH:34]2)=[CH:30][CH:29]=1.Cl.CN(C)CCCN=C=NCC.SC1SC2C=CC=CC=2N=1.C(N(CC)CC)C. Product: [C:1]1([S:7]([N:10]([CH2:20][C:21]2[CH:26]=[CH:25][CH:24]=[CH:23][CH:22]=2)[C:11]2[CH:12]=[C:13]([CH:17]=[CH:18][CH:19]=2)[C:14]([NH:27][C:28]2[CH:36]=[C:35]3[C:31]([CH:32]=[N:33][NH:34]3)=[CH:30][CH:29]=2)=[O:16])(=[O:8])=[O:9])[CH:6]=[CH:5][CH:4]=[CH:3][CH:2]=1. The catalyst class is: 10. (2) Reactant: Cl[C:2]1[S:3][C:4]([S:7]([N:10]2[CH2:15][CH2:14][N:13]([C:16]3[N:21]=[CH:20][C:19]([C:22]([OH:31])([C:27]([F:30])([F:29])[F:28])[C:23]([F:26])([F:25])[F:24])=[CH:18][N:17]=3)[C@@H:12]([CH3:32])[CH2:11]2)(=[O:9])=[O:8])=[CH:5][N:6]=1.[NH4+:33].[OH-]. Product: [NH2:33][C:2]1[S:3][C:4]([S:7]([N:10]2[CH2:15][CH2:14][N:13]([C:16]3[N:21]=[CH:20][C:19]([C:22]([OH:31])([C:27]([F:30])([F:29])[F:28])[C:23]([F:26])([F:25])[F:24])=[CH:18][N:17]=3)[C@@H:12]([CH3:32])[CH2:11]2)(=[O:9])=[O:8])=[CH:5][N:6]=1. The catalyst class is: 351. (3) Reactant: [Br:1][C:2]1[CH:3]=[C:4]([C:11]2([CH3:14])[CH2:13][CH2:12]2)[C:5]([OH:10])=[C:6]([CH:9]=1)[CH:7]=[O:8].[C:15]([O-])([O-])=O.[K+].[K+].IC. Product: [Br:1][C:2]1[CH:3]=[C:4]([C:11]2([CH3:14])[CH2:12][CH2:13]2)[C:5]([O:10][CH3:15])=[C:6]([CH:9]=1)[CH:7]=[O:8]. The catalyst class is: 3. (4) Reactant: Cl.[CH3:2][O:3][C:4](=[O:15])[C@H:5]([CH3:14])[NH:6][CH2:7][C:8]1[CH:13]=[CH:12][CH:11]=[CH:10][CH:9]=1.Cl[CH2:17][C:18](=[O:20])[CH3:19].C(=O)([O-])O.[Na+]. Product: [CH3:2][O:3][C:4](=[O:15])[C@@H:5]([N:6]([CH2:7][C:8]1[CH:13]=[CH:12][CH:11]=[CH:10][CH:9]=1)[CH2:17][C:18](=[O:20])[CH3:19])[CH3:14]. The catalyst class is: 38. (5) The catalyst class is: 286. Reactant: [I:1][C:2]1[C:3](=O)[NH:4][C:5]([S:12][CH3:13])=[N:6][C:7]=1[C:8]([F:11])([F:10])[F:9].P(Cl)(Cl)(Cl)(Cl)[Cl:16]. Product: [Cl:16][C:3]1[C:2]([I:1])=[C:7]([C:8]([F:11])([F:10])[F:9])[N:6]=[C:5]([S:12][CH3:13])[N:4]=1. (6) Reactant: [F:1][C:2]([F:31])([F:30])[CH2:3][O:4][CH2:5][C:6]1[C:10]2[CH:11]=[CH:12][CH:13]=[CH:14][C:9]=2[O:8][C:7]=1[C:15]([NH:17][CH2:18][CH2:19][O:20][C:21]1[CH:29]=[CH:28][C:24]([C:25]([O-])=[O:26])=[CH:23][CH:22]=1)=[O:16].[NH2:32][OH:33].[OH-].[Na+].Cl. Product: [OH:33][NH:32][C:25](=[O:26])[C:24]1[CH:28]=[CH:29][C:21]([O:20][CH2:19][CH2:18][NH:17][C:15]([C:7]2[O:8][C:9]3[CH:14]=[CH:13][CH:12]=[CH:11][C:10]=3[C:6]=2[CH2:5][O:4][CH2:3][C:2]([F:31])([F:30])[F:1])=[O:16])=[CH:22][CH:23]=1. The catalyst class is: 5. (7) Product: [F:1][C:2]1[C:3]([CH3:19])=[C:4]([C:8]2([C:15]([O:17][CH3:18])=[O:16])[CH2:9][CH:10]=[C:11]([O:14][S:43]([C:46]([F:49])([F:48])[F:47])(=[O:45])=[O:44])[CH2:12][CH2:13]2)[CH:5]=[CH:6][CH:7]=1. The catalyst class is: 2. Reactant: [F:1][C:2]1[C:3]([CH3:19])=[C:4]([C:8]2([C:15]([O:17][CH3:18])=[O:16])[CH2:13][CH2:12][C:11](=[O:14])[CH2:10][CH2:9]2)[CH:5]=[CH:6][CH:7]=1.C1COCC1.C[Si]([N-][Si](C)(C)C)(C)C.[Na+].ClC1C=CC(N([S:43]([C:46]([F:49])([F:48])[F:47])(=[O:45])=[O:44])[S:43]([C:46]([F:49])([F:48])[F:47])(=[O:45])=[O:44])=NC=1.